This data is from Full USPTO retrosynthesis dataset with 1.9M reactions from patents (1976-2016). The task is: Predict the reactants needed to synthesize the given product. (1) Given the product [Cl:23][C:24]1[CH:32]=[CH:31][CH:30]=[C:29]([Cl:33])[C:25]=1[C:26]([NH:13][C@H:12]([C:11]([O:10][CH3:9])=[O:22])[CH2:14][C:15]1[CH:16]=[CH:17][C:18]([OH:21])=[CH:19][CH:20]=1)=[O:27], predict the reactants needed to synthesize it. The reactants are: C(N(CC)CC)C.Cl.[CH3:9][O:10][C:11](=[O:22])[C@H:12]([CH2:14][C:15]1[CH:20]=[CH:19][C:18]([OH:21])=[CH:17][CH:16]=1)[NH2:13].[Cl:23][C:24]1[CH:32]=[CH:31][CH:30]=[C:29]([Cl:33])[C:25]=1[C:26](Cl)=[O:27]. (2) Given the product [OH:1][C@@H:2]1[CH2:7][CH2:6][CH2:5][C@H:4]([C:8]([OH:10])=[O:9])[CH2:3]1, predict the reactants needed to synthesize it. The reactants are: [OH:1][CH:2]1[CH2:7][CH2:6][CH2:5][CH:4]([C:8]([OH:10])=[O:9])[CH2:3]1. (3) Given the product [CH3:18][O:19][C:20]([C:22]1[N:23]=[N:24][C:25]([Cl:29])=[CH:26][C:27]=1[NH:5][CH2:4][C:3]1[CH:6]=[CH:7][C:8]([Cl:10])=[CH:9][C:2]=1[Cl:1])=[O:21], predict the reactants needed to synthesize it. The reactants are: [Cl:1][C:2]1[CH:9]=[C:8]([Cl:10])[CH:7]=[CH:6][C:3]=1[CH2:4][NH2:5].C(N(CC)CC)C.[CH3:18][O:19][C:20]([C:22]1[N:23]=[N:24][C:25]([Cl:29])=[CH:26][C:27]=1Cl)=[O:21].C(OCC)(=O)C. (4) Given the product [ClH:51].[ClH:51].[NH:32]1[C:29]2[CH:30]=[CH:31][C:26]([O:25][C:22]3[CH:23]=[CH:24][C:19]([CH2:18][NH:10][CH:2]4[CH2:3][C:4]5[C:5](=[CH:6][CH:7]=[CH:8][CH:9]=5)[CH2:1]4)=[CH:20][CH:21]=3)=[CH:27][C:28]=2[N:40]=[CH:41]1, predict the reactants needed to synthesize it. The reactants are: [CH2:1]1[C:9]2[C:4](=[CH:5][CH:6]=[CH:7][CH:8]=2)[CH2:3][CH:2]1[N:10]([CH2:18][C:19]1[CH:24]=[CH:23][C:22]([O:25][C:26]2[CH:31]=[CH:30][C:29]([NH:32]C(OC(C)(C)C)=O)=[C:28]([NH:40][CH:41]=O)[CH:27]=2)=[CH:21][CH:20]=1)C(=O)OC(C)(C)C.FC(F)(F)C(O)=O.C(Cl)[Cl:51]. (5) Given the product [CH3:24][N:8]([C:4]1[CH:5]=[CH:6][CH:7]=[C:2]([NH:1][C:26](=[O:27])[NH:25][C:28]2[CH:33]=[CH:32][C:31]([C:34]([F:35])([F:37])[F:36])=[CH:30][CH:29]=2)[CH:3]=1)[C:9]1[N:14]=[C:13]2[S:15][C:16]([NH:18][C:19]([CH:21]3[CH2:22][CH2:23]3)=[O:20])=[N:17][C:12]2=[CH:11][CH:10]=1, predict the reactants needed to synthesize it. The reactants are: [NH2:1][C:2]1[CH:3]=[C:4]([N:8]([CH3:24])[C:9]2[N:14]=[C:13]3[S:15][C:16]([NH:18][C:19]([CH:21]4[CH2:23][CH2:22]4)=[O:20])=[N:17][C:12]3=[CH:11][CH:10]=2)[CH:5]=[CH:6][CH:7]=1.[N:25]([C:28]1[CH:33]=[CH:32][C:31]([C:34]([F:37])([F:36])[F:35])=[CH:30][CH:29]=1)=[C:26]=[O:27].C(=O)([O-])O.[Na+].